Task: Predict the reactants needed to synthesize the given product.. Dataset: Full USPTO retrosynthesis dataset with 1.9M reactions from patents (1976-2016) (1) Given the product [Br:12][C:6]1[C:5]2[C:18](=[CH:10][CH:11]=[C:3]([O:2][CH3:1])[CH:4]=2)[N:19]([CH3:22])[CH:20]=1, predict the reactants needed to synthesize it. The reactants are: [CH3:1][O:2][C:3]1[CH:4]=[C:5]2C(=[CH:10][CH:11]=1)NC=[CH:6]2.[Br:12]Br.[H-].[Na+].IC.[CH3:18][N:19]([CH3:22])[CH:20]=O. (2) Given the product [CH3:35][C:25]1[N:26]=[C:27]([C:29]2[CH:34]=[CH:33][CH:32]=[CH:31][CH:30]=2)[S:28][C:24]=1[NH:21][C:22](=[O:23])[NH:11][C@@H:6]([CH2:5][N+:2]([CH3:3])([CH3:4])[CH3:1])[CH2:7][C:8]([O-:10])=[O:9], predict the reactants needed to synthesize it. The reactants are: [CH3:1][N+:2]([CH2:5][C@H:6]([NH2:11])[CH2:7][C:8]([O-:10])=[O:9])([CH3:4])[CH3:3].C(N(C(C)C)CC)(C)C.[N:21]([C:24]1[S:28][C:27]([C:29]2[CH:34]=[CH:33][CH:32]=[CH:31][CH:30]=2)=[N:26][C:25]=1[CH3:35])=[C:22]=[O:23]. (3) Given the product [CH2:1]([C:3]1[CH:11]=[C:10]2[C:6]([CH:7]=[N:8][NH:9]2)=[CH:5][CH:4]=1)[CH3:2], predict the reactants needed to synthesize it. The reactants are: [CH:1]([C:3]1[CH:11]=[C:10]2[C:6]([CH:7]=[N:8][NH:9]2)=[CH:5][CH:4]=1)=[CH2:2]. (4) Given the product [CH3:4][C:2]([O:5][C:6](=[O:24])[N:7]([CH2:12][C:13]1[C:14]([C:20]([F:21])([F:22])[F:23])=[N:15][C:16]([NH:19][C:26]2[CH:31]=[CH:30][C:29]([F:32])=[C:28]([Cl:33])[CH:27]=2)=[N:17][CH:18]=1)[CH2:8][CH:9]1[CH2:11][CH2:10]1)([CH3:1])[CH3:3], predict the reactants needed to synthesize it. The reactants are: [CH3:1][C:2]([O:5][C:6](=[O:24])[N:7]([CH2:12][C:13]1[C:14]([C:20]([F:23])([F:22])[F:21])=[N:15][C:16]([NH2:19])=[N:17][CH:18]=1)[CH2:8][CH:9]1[CH2:11][CH2:10]1)([CH3:4])[CH3:3].Br[C:26]1[CH:31]=[CH:30][C:29]([F:32])=[C:28]([Cl:33])[CH:27]=1.C(=O)([O-])[O-].[Cs+].[Cs+].O1CCOCC1. (5) Given the product [F:16][C:15]([F:18])([F:17])[C:64]([OH:65])=[O:34].[Cl:1][C:2]1[CH:3]=[C:4]([NH:19][C:20]2[C:30]3[CH:29]=[C:28]([C:31]([NH:56][C:57]([CH3:61])([CH3:60])[CH2:58][OH:59])=[O:32])[CH2:27][CH2:26][NH:25][C:24]=3[N:23]=[CH:22][N:21]=2)[CH:5]=[CH:6][C:7]=1[O:8][C:9]1[CH:14]=[CH:13][CH:12]=[C:11]([C:15]([F:16])([F:17])[F:18])[CH:10]=1, predict the reactants needed to synthesize it. The reactants are: [Cl:1][C:2]1[CH:3]=[C:4]([NH:19][C:20]2[C:30]3[CH:29]=[C:28]([C:31](O)=[O:32])[CH2:27][CH2:26][NH:25][C:24]=3[N:23]=[CH:22][N:21]=2)[CH:5]=[CH:6][C:7]=1[O:8][C:9]1[CH:14]=[CH:13][CH:12]=[C:11]([C:15]([F:18])([F:17])[F:16])[CH:10]=1.[OH:34]N1C2C=CC=CC=2N=N1.Cl.C(N=C=NCCCN(C)C)C.[NH2:56][C:57]([CH3:61])([CH3:60])[CH2:58][OH:59].CN(C)[CH:64]=[O:65]. (6) Given the product [F:19][C:14]1[CH:13]=[C:12]([CH2:11][C@H:10]([NH:88][C:87](=[O:89])[C:83]2[CH:84]=[CH:85][CH:86]=[C:81]([C:80]([NH:79][CH:69]([C:70]3[CH:71]=[CH:76][C:75]([F:77])=[CH:74][CH:73]=3)[CH3:68])=[O:90])[CH:82]=2)[C@H:9]([OH:8])[C@H:44]2[CH2:48][C@@H:47]([O:49][CH2:50][CH2:51][CH3:52])[CH2:46][NH:45]2)[CH:17]=[C:16]([F:18])[CH:15]=1, predict the reactants needed to synthesize it. The reactants are: [Si]([O:8][C@H:9]([C@H:44]1[CH2:48][C@@H:47]([O:49][CH2:50][CH2:51][CH3:52])[CH2:46][N:45]1C(OC(C)(C)C)=O)[C@@H:10](NC(=O)C1C=C(C2OC=CN=2)C=C(C(N2CCC[C@@H]2COC)=O)C=1)[CH2:11][C:12]1[CH:17]=[C:16]([F:18])[CH:15]=[C:14]([F:19])[CH:13]=1)(C(C)(C)C)(C)C.[Si](O[C@H:68]([C@H]1C[C@@H](OCCC)CN1C(OC(C)(C)C)=O)[C@@H:69]([NH:79][C:80](=[O:90])[C:81]1[CH:86]=[CH:85][CH:84]=[C:83]([C:87](=[O:89])[NH2:88])[CH:82]=1)[CH2:70][C:71]1[CH:76]=[C:75]([F:77])[CH:74]=[C:73](F)C=1)(C(C)(C)C)(C)C.C(OC(N1C[C@H](OCCC)C[C@@H]1[C@@H](O[Si](C(C)(C)C)(C)C)[C@@H](NC(C1C=C(C=CC=1)C(O)=O)=O)CC1C=C(F)C=C(F)C=1)=O)(C)(C)C.CCN(C(C)C)C(C)C.CN(C(ON1N=NC2C=CC=NC1=2)=[N+](C)C)C.F[P-](F)(F)(F)(F)F.FC1C=CC(C(N)C)=CC=1. (7) Given the product [O:9]=[C:6]1[CH2:7][CH2:8][N:3]([CH2:17][C:18]([O:20][CH2:21][C:22]2[CH:27]=[CH:26][CH:25]=[CH:24][CH:23]=2)=[O:19])[CH2:4][CH2:5]1, predict the reactants needed to synthesize it. The reactants are: Cl.O.[NH:3]1[CH2:8][CH2:7][C:6](=[O:9])[CH2:5][CH2:4]1.C(=O)([O-])[O-].[K+].[K+].Br[CH2:17][C:18]([O:20][CH2:21][C:22]1[CH:27]=[CH:26][CH:25]=[CH:24][CH:23]=1)=[O:19].O. (8) Given the product [OH:21][N:20]=[CH:2][C:3]([NH:33][C:24]1[CH:25]=[CH:26][CH:27]=[C:28]([C:29]([F:30])([F:31])[F:32])[C:23]=1[CH3:22])=[O:5], predict the reactants needed to synthesize it. The reactants are: Cl[C:2](Cl)(Cl)[CH:3]([OH:5])O.S([O-])([O-])(=O)=O.[Na+].[Na+].S(O)(O)(=O)=O.[NH2:20][OH:21].[CH3:22][C:23]1[C:28]([C:29]([F:32])([F:31])[F:30])=[CH:27][CH:26]=[CH:25][C:24]=1[NH2:33].Cl.